From a dataset of Forward reaction prediction with 1.9M reactions from USPTO patents (1976-2016). Predict the product of the given reaction. (1) Given the reactants [F:1][C:2]1[CH:3]=[C:4]([CH:35]=[CH:36][C:37]=1[F:38])[O:5][C:6]1[CH:30]=[CH:29][C:9]([CH2:10][O:11][C:12]2[CH:13]=[C:14]3[N:21](C(OC(C)(C)C)=O)[CH2:20][CH2:19][N:15]3[C:16](=[O:18])[N:17]=2)=[CH:8][C:7]=1[C:31]([F:34])([F:33])[F:32], predict the reaction product. The product is: [F:1][C:2]1[CH:3]=[C:4]([CH:35]=[CH:36][C:37]=1[F:38])[O:5][C:6]1[CH:30]=[CH:29][C:9]([CH2:10][O:11][C:12]2[CH:13]=[C:14]3[NH:21][CH2:20][CH2:19][N:15]3[C:16](=[O:18])[N:17]=2)=[CH:8][C:7]=1[C:31]([F:33])([F:34])[F:32]. (2) Given the reactants [CH3:1][N:2]1[CH2:7][CH2:6][N:5]([C:8]([O:10][C:11]2[C:12]3[CH:58]=[CH:57][CH:56]=[CH:55][C:13]=3[C:14]3[C@H:15]([CH2:53][Cl:54])[CH2:16][N:17]([C:20](=[O:52])[CH2:21][CH2:22][CH2:23][C:24]([N:26]4[C:34]5[CH:33]=[C:32]([O:35][CH2:36][C:37]6[CH:42]=[CH:41][C:40]([N+:43]([O-])=O)=[CH:39][CH:38]=6)[C:31]6[CH:46]=[CH:47][CH:48]=[CH:49][C:30]=6[C:29]=5[C@H:28]([CH2:50][Cl:51])[CH2:27]4)=[O:25])[C:18]=3[CH:19]=2)=[O:9])[CH2:4][CH2:3]1.CO.O, predict the reaction product. The product is: [CH3:1][N:2]1[CH2:3][CH2:4][N:5]([C:8]([O:10][C:11]2[C:12]3[CH:58]=[CH:57][CH:56]=[CH:55][C:13]=3[C:14]3[C@H:15]([CH2:53][Cl:54])[CH2:16][N:17]([C:20](=[O:52])[CH2:21][CH2:22][CH2:23][C:24]([N:26]4[C:34]5[CH:33]=[C:32]([O:35][CH2:36][C:37]6[CH:38]=[CH:39][C:40]([NH2:43])=[CH:41][CH:42]=6)[C:31]6[CH:46]=[CH:47][CH:48]=[CH:49][C:30]=6[C:29]=5[C@H:28]([CH2:50][Cl:51])[CH2:27]4)=[O:25])[C:18]=3[CH:19]=2)=[O:9])[CH2:6][CH2:7]1.